This data is from hERG potassium channel inhibition data for cardiac toxicity prediction from Karim et al.. The task is: Regression/Classification. Given a drug SMILES string, predict its toxicity properties. Task type varies by dataset: regression for continuous values (e.g., LD50, hERG inhibition percentage) or binary classification for toxic/non-toxic outcomes (e.g., AMES mutagenicity, cardiotoxicity, hepatotoxicity). Dataset: herg_karim. (1) The molecule is CC1Cc2c([nH]c3cc(Cl)ccc23)C2(N1)C(=O)Nc1ccc(Cl)cc12. The result is 0 (non-blocker). (2) The drug is NC1=N[C@@](c2cccc(-c3cncnc3)c2)(c2ccnc(C(F)F)c2)c2cccc(F)c21. The result is 1 (blocker). (3) The molecule is CNCc1cccc(-c2ccc3c(N4CCOCC4)nc(N4C[C@H](C)O[C@@H](C)C4)nc3n2)c1. The result is 0 (non-blocker). (4) The compound is O=C(NCc1ccc(OC(F)(F)F)cc1)C1c2ccccc2C(=O)N1CCc1cccnc1. The result is 1 (blocker). (5) The result is 0 (non-blocker). The molecule is Cc1cc(-c2cc3c(c(F)n2)Oc2ccc(-c4cccnc4F)cc2[C@@]32COC(N)=N2)on1. (6) The compound is COc1cc(-c2nc3n(n2)CCC[C@@H]3c2ccc(F)cc2C)ccc1-n1cnc(C)c1. The result is 1 (blocker).